This data is from Forward reaction prediction with 1.9M reactions from USPTO patents (1976-2016). The task is: Predict the product of the given reaction. (1) Given the reactants [NH2:1][C:2]1[CH:22]=[CH:21][C:5]([CH2:6][N:7]([CH:15]2[CH2:20][CH2:19][CH2:18][CH2:17][CH2:16]2)[C:8]([C:10]2[O:11][CH:12]=[CH:13][CH:14]=2)=[O:9])=[CH:4][CH:3]=1.[CH:23]1[C:35]2[CH:34]([CH2:36][O:37][C:38]([NH:40][C@@H:41]([CH2:45][C:46]3[CH:51]=[CH:50][CH:49]=[CH:48][CH:47]=3)[C:42](O)=[O:43])=[O:39])[C:33]3[C:28](=[CH:29][CH:30]=[CH:31][CH:32]=3)[C:27]=2[CH:26]=[CH:25][CH:24]=1, predict the reaction product. The product is: [CH:23]1[C:35]2[CH:34]([CH2:36][O:37][C:38](=[O:39])[NH:40][C@H:41]([C:42](=[O:43])[NH:1][C:2]3[CH:3]=[CH:4][C:5]([CH2:6][N:7]([CH:15]4[CH2:20][CH2:19][CH2:18][CH2:17][CH2:16]4)[C:8]([C:10]4[O:11][CH:12]=[CH:13][CH:14]=4)=[O:9])=[CH:21][CH:22]=3)[CH2:45][C:46]3[CH:47]=[CH:48][CH:49]=[CH:50][CH:51]=3)[C:33]3[C:28](=[CH:29][CH:30]=[CH:31][CH:32]=3)[C:27]=2[CH:26]=[CH:25][CH:24]=1. (2) The product is: [CH3:42][N:43]([CH2:45][C:46]1[C:54]2[O:53][N:52]=[C:51]([CH2:55][CH2:56][CH:57]3[CH2:62][CH2:61][N:60]([CH2:26][C@@H:25]4[CH2:20][CH2:21][CH2:22][CH2:23][C@@H:24]4[CH2:19][O:18][Si:1]([C:14]([CH3:16])([CH3:15])[CH3:17])([C:8]4[CH:13]=[CH:12][CH:11]=[CH:10][CH:9]=4)[C:2]4[CH:3]=[CH:4][CH:5]=[CH:6][CH:7]=4)[CH2:59][CH2:58]3)[C:50]=2[CH:49]=[CH:48][C:47]=1[O:63][CH2:64][C:65]1[CH:66]=[CH:67][C:68]([C:69]#[N:70])=[CH:71][CH:72]=1)[CH3:44]. Given the reactants [Si:1]([O:18][C@H:19]1[CH2:24][CH2:23][CH2:22][CH2:21][C@H:20]1[CH2:25][C:26](OCC)=O)([C:14]([CH3:17])([CH3:16])[CH3:15])([C:8]1[CH:13]=[CH:12][CH:11]=[CH:10][CH:9]=1)[C:2]1[CH:7]=[CH:6][CH:5]=[CH:4][CH:3]=1.[H-].C([Al+]CC(C)C)C(C)C.Cl.[CH3:42][N:43]([CH2:45][C:46]1[C:54]2[O:53][N:52]=[C:51]([CH2:55][CH2:56][CH:57]3[CH2:62][CH2:61][NH:60][CH2:59][CH2:58]3)[C:50]=2[CH:49]=[CH:48][C:47]=1[O:63][CH2:64][C:65]1[CH:72]=[CH:71][C:68]([C:69]#[N:70])=[CH:67][CH:66]=1)[CH3:44], predict the reaction product.